Predict the reactants needed to synthesize the given product. From a dataset of Full USPTO retrosynthesis dataset with 1.9M reactions from patents (1976-2016). (1) The reactants are: FC(F)(F)S(O[C:7]1[C:8]([CH3:48])([CH3:47])[C@H:9]2[C@:22]([CH3:25])([CH2:23][CH:24]=1)[C@@H:21]1[C@:12]([CH3:46])([C@@:13]3([CH3:45])[C@H:18]([CH2:19][CH2:20]1)[C@H:17]1[C@H:26]([C:29]([CH3:31])=[CH2:30])[CH2:27][CH2:28][C@:16]1([NH:32][CH2:33][CH2:34][N:35]1[CH2:40][CH2:39][CH:38]([S:41]([CH3:44])(=[O:43])=[O:42])[CH2:37][CH2:36]1)[CH2:15][CH2:14]3)[CH2:11][CH2:10]2)(=O)=O.[F:51][CH2:52][C@@:53]1([C:68]([O:70][CH2:71][C:72]2[CH:77]=[CH:76][CH:75]=[CH:74][CH:73]=2)=[O:69])[CH2:58][CH2:57][C:56](B2OC(C)(C)C(C)(C)O2)=[CH:55][CH2:54]1. Given the product [F:51][CH2:52][C@@:53]1([C:68]([O:70][CH2:71][C:72]2[CH:73]=[CH:74][CH:75]=[CH:76][CH:77]=2)=[O:69])[CH2:58][CH2:57][C:56]([C:7]2[C:8]([CH3:47])([CH3:48])[C@H:9]3[C@:22]([CH3:25])([CH2:23][CH:24]=2)[C@@H:21]2[C@:12]([CH3:46])([C@@:13]4([CH3:45])[C@H:18]([CH2:19][CH2:20]2)[C@H:17]2[C@H:26]([C:29]([CH3:31])=[CH2:30])[CH2:27][CH2:28][C@:16]2([NH:32][CH2:33][CH2:34][N:35]2[CH2:40][CH2:39][CH:38]([S:41]([CH3:44])(=[O:43])=[O:42])[CH2:37][CH2:36]2)[CH2:15][CH2:14]4)[CH2:11][CH2:10]3)=[CH:55][CH2:54]1, predict the reactants needed to synthesize it. (2) The reactants are: FC1C=CC=CC=1.[Cl-].[Al+3].[Cl-].[Cl-].C1(CC(Cl)=O)C=CC=CC=1.[F:22][C:23]1[CH:28]=[CH:27][C:26]([C:29](=[O:37])[CH2:30][C:31]2[CH:36]=[CH:35][CH:34]=[CH:33][CH:32]=2)=[CH:25][CH:24]=1.C1(C(CC2C=CC=CC=2)=O)C=CC=CC=1.Cl.[Br:54]Br.S([O-])([O-])=O.[Na+].[Na+]. Given the product [Br:54][CH:30]([C:31]1[CH:32]=[CH:33][CH:34]=[CH:35][CH:36]=1)[C:29]([C:26]1[CH:25]=[CH:24][C:23]([F:22])=[CH:28][CH:27]=1)=[O:37], predict the reactants needed to synthesize it. (3) The reactants are: [OH:1][C@@H:2]1[CH2:6][CH2:5][N:4]([C:7]2[CH:12]=[CH:11][C:10]([N:13]3[CH2:17][C@H:16]([CH2:18][O:19][C:20]4[CH:24]=[CH:23][O:22][N:21]=4)[O:15][C:14]3=[O:25])=[CH:9][C:8]=2[F:26])[CH2:3]1.C(N(CC)CC)C. Given the product [O:1]=[C:2]1[CH2:6][CH2:5][N:4]([C:7]2[CH:12]=[CH:11][C:10]([N:13]3[CH2:17][C@H:16]([CH2:18][O:19][C:20]4[CH:24]=[CH:23][O:22][N:21]=4)[O:15][C:14]3=[O:25])=[CH:9][C:8]=2[F:26])[CH2:3]1, predict the reactants needed to synthesize it. (4) Given the product [CH3:1][O:2][C:3]1[N:4]=[C:5]([C:39]2[N:40]([C:45]([O:47][C:48]([CH3:51])([CH3:50])[CH3:49])=[O:46])[CH2:41][CH2:42][O:43][CH:44]=2)[CH:6]=[CH:7][CH:8]=1, predict the reactants needed to synthesize it. The reactants are: [CH3:1][O:2][C:3]1[CH:8]=[CH:7][CH:6]=[C:5]([Sn](CCCC)(CCCC)CCCC)[N:4]=1.O(P(O[C:39]1[N:40]([C:45]([O:47][C:48]([CH3:51])([CH3:50])[CH3:49])=[O:46])[CH2:41][CH2:42][O:43][CH:44]=1)(OC1C=CC=CC=1)=O)C1C=CC=CC=1.[Cl-].[Li+].